From a dataset of Reaction yield outcomes from USPTO patents with 853,638 reactions. Predict the reaction yield, written as a fraction of the theoretical maximum amount of product (1.0 means a 100% yield; for example, 0.34 means a 34% yield). (1) The reactants are [F-].C([N+](CCCC)(CCCC)CCCC)CCC.[Si]([O:36][CH2:37][CH2:38][O:39][CH2:40][C@H:41]([O:53][C:54]1[N:59]=[CH:58][N:57]=[C:56]2[N:60]([C:63]3[CH:68]=[CH:67][CH:66]=[C:65]([F:69])[C:64]=3[CH3:70])[N:61]=[CH:62][C:55]=12)[C:42]([NH:44][C:45]1[CH:50]=[CH:49][C:48]([C:51]#[N:52])=[CH:47][N:46]=1)=[O:43])(C(C)(C)C)(C1C=CC=CC=1)C1C=CC=CC=1.[Cl-].[NH4+]. The catalyst is C1COCC1.CCOC(C)=O. The product is [C:51]([C:48]1[CH:49]=[CH:50][C:45]([NH:44][C:42](=[O:43])[C@@H:41]([O:53][C:54]2[C:55]3[CH:62]=[N:61][N:60]([C:63]4[CH:68]=[CH:67][CH:66]=[C:65]([F:69])[C:64]=4[CH3:70])[C:56]=3[N:57]=[CH:58][N:59]=2)[CH2:40][O:39][CH2:38][CH2:37][OH:36])=[N:46][CH:47]=1)#[N:52]. The yield is 0.720. (2) The reactants are F[B-](F)(F)F.C([O+](CC)CC)C.[C:13]([O:17][C:18](=[O:25])[NH:19][C@H:20]([C:22](=O)[NH2:23])[CH3:21])([CH3:16])([CH3:15])[CH3:14].[F:26][C:27]1[CH:28]=[C:29]([NH:34][C:35]2[N:36]([CH3:40])[N:37]=[CH:38][CH:39]=2)[C:30](N)=[CH:31][CH:32]=1. The catalyst is C(Cl)Cl. The product is [C:13]([O:17][C:18](=[O:25])[NH:19][C@H:20]([C:22]1[N:34]([C:35]2[N:36]([CH3:40])[N:37]=[CH:38][CH:39]=2)[C:29]2[CH:28]=[C:27]([F:26])[CH:32]=[CH:31][C:30]=2[N:23]=1)[CH3:21])([CH3:16])([CH3:15])[CH3:14]. The yield is 1.00. (3) The reactants are O=[C:2]([C:17]1[CH:22]=[CH:21][CH:20]=[CH:19][CH:18]=1)[CH2:3][O:4][C:5](=O)[CH2:6][CH2:7][CH2:8][CH2:9][CH2:10][CH2:11][C:12]([O:14][CH3:15])=[O:13].C([NH2:26])(=O)C.B(F)(F)F.CCOCC. The catalyst is C([O-])(O)=O.[Na+]. The product is [CH3:15][O:14][C:12](=[O:13])[CH2:11][CH2:10][CH2:9][CH2:8][CH2:7][CH2:6][C:5]1[O:4][CH:3]=[C:2]([C:17]2[CH:22]=[CH:21][CH:20]=[CH:19][CH:18]=2)[N:26]=1. The yield is 0.880. (4) The reactants are [NH:1]1[C:9]2[C:4](=[CH:5][C:6]([C:10]3[N:15]=[C:14]4[N:16]([CH:19]5[CH2:24][CH2:23][C:22](=[O:25])[CH2:21][CH2:20]5)[N:17]=[CH:18][C:13]4=[C:12]([N:26]4[CH2:31][CH2:30][O:29][CH2:28][CH2:27]4)[N:11]=3)=[CH:7][CH:8]=2)[CH:3]=[CH:2]1.NC1C=NC=CC=1.C([BH3-])#N.[Na+]. The catalyst is C1COCC1.C(N(CC)CC)C.[Cl-].[Zn+2].[Cl-]. The product is [NH:1]1[C:9]2[C:4](=[CH:5][C:6]([C:10]3[N:15]=[C:14]4[N:16]([CH:19]5[CH2:24][CH2:23][CH:22]([OH:25])[CH2:21][CH2:20]5)[N:17]=[CH:18][C:13]4=[C:12]([N:26]4[CH2:27][CH2:28][O:29][CH2:30][CH2:31]4)[N:11]=3)=[CH:7][CH:8]=2)[CH:3]=[CH:2]1. The yield is 0.330. (5) The reactants are Br[CH2:2][CH2:3][O:4][C:5](=[O:18])[C:6]1[CH:11]=[CH:10][C:9]([N+:12]([O-:14])=[O:13])=[CH:8][C:7]=1[CH:15]([CH3:17])[CH3:16].C(N(CC)CC)C.[CH:26]([C:29]1[NH:30][CH:31]=[CH:32][N:33]=1)([CH3:28])[CH3:27]. The catalyst is CN(C=O)C.O. The product is [CH:26]([C:29]1[N:30]([CH2:2][CH2:3][O:4][C:5](=[O:18])[C:6]2[CH:11]=[CH:10][C:9]([N+:12]([O-:14])=[O:13])=[CH:8][C:7]=2[CH:15]([CH3:17])[CH3:16])[CH:31]=[CH:32][N:33]=1)([CH3:28])[CH3:27]. The yield is 0.430. (6) The reactants are [Br:1][C:2]1[CH:21]=[CH:20][C:5]([O:6][CH:7]2[CH2:12][CH2:11][N:10](C(OC(C)(C)C)=O)[CH2:9][CH2:8]2)=[C:4]([O:22][CH3:23])[CH:3]=1.C(O)(C(F)(F)F)=O. The catalyst is C(Cl)Cl. The product is [Br:1][C:2]1[CH:21]=[CH:20][C:5]([O:6][CH:7]2[CH2:12][CH2:11][NH:10][CH2:9][CH2:8]2)=[C:4]([O:22][CH3:23])[CH:3]=1. The yield is 0.960. (7) The reactants are [CH2:1]([NH2:13])[CH2:2][CH2:3][CH2:4][CH2:5][CH2:6][CH2:7][CH2:8][CH2:9][CH2:10][CH2:11][CH3:12].[Li]CCCC.C([O:21][C:22](=O)[C:23]1[CH:28]=[C:27]([C:29]2[CH:34]=[CH:33][CH:32]=[C:31]([C:35]([F:38])([F:37])[F:36])[CH:30]=2)[C:26]([O:39][CH2:40][CH2:41][OH:42])=[C:25]([C:43]2[CH:48]=[CH:47][CH:46]=[C:45]([C:49]([F:52])([F:51])[F:50])[CH:44]=2)[CH:24]=1)C.Cl. The catalyst is C1COCC1. The product is [CH2:1]([NH:13][C:22](=[O:21])[C:23]1[CH:24]=[C:25]([C:43]2[CH:48]=[CH:47][CH:46]=[C:45]([C:49]([F:51])([F:52])[F:50])[CH:44]=2)[C:26]([O:39][CH2:40][CH2:41][OH:42])=[C:27]([C:29]2[CH:34]=[CH:33][CH:32]=[C:31]([C:35]([F:38])([F:37])[F:36])[CH:30]=2)[CH:28]=1)[CH2:2][CH2:3][CH2:4][CH2:5][CH2:6][CH2:7][CH2:8][CH2:9][CH2:10][CH2:11][CH3:12]. The yield is 0.930.